Dataset: NCI-60 drug combinations with 297,098 pairs across 59 cell lines. Task: Regression. Given two drug SMILES strings and cell line genomic features, predict the synergy score measuring deviation from expected non-interaction effect. (1) Drug 1: C1=CC(=CC=C1C#N)C(C2=CC=C(C=C2)C#N)N3C=NC=N3. Drug 2: CCC1=C2CN3C(=CC4=C(C3=O)COC(=O)C4(CC)O)C2=NC5=C1C=C(C=C5)O. Cell line: UACC62. Synergy scores: CSS=13.2, Synergy_ZIP=8.18, Synergy_Bliss=7.14, Synergy_Loewe=-49.0, Synergy_HSA=-12.9. (2) Drug 1: CC1C(C(CC(O1)OC2CC(OC(C2O)C)OC3=CC4=CC5=C(C(=O)C(C(C5)C(C(=O)C(C(C)O)O)OC)OC6CC(C(C(O6)C)O)OC7CC(C(C(O7)C)O)OC8CC(C(C(O8)C)O)(C)O)C(=C4C(=C3C)O)O)O)O. Drug 2: CCN(CC)CCCC(C)NC1=C2C=C(C=CC2=NC3=C1C=CC(=C3)Cl)OC. Cell line: UACC-257. Synergy scores: CSS=57.7, Synergy_ZIP=-1.29, Synergy_Bliss=-4.75, Synergy_Loewe=-14.5, Synergy_HSA=-3.72. (3) Drug 1: CCC1=CC2CC(C3=C(CN(C2)C1)C4=CC=CC=C4N3)(C5=C(C=C6C(=C5)C78CCN9C7C(C=CC9)(C(C(C8N6C)(C(=O)OC)O)OC(=O)C)CC)OC)C(=O)OC.C(C(C(=O)O)O)(C(=O)O)O. Drug 2: C1CN1P(=S)(N2CC2)N3CC3. Cell line: HCT116. Synergy scores: CSS=40.2, Synergy_ZIP=-4.20, Synergy_Bliss=-0.821, Synergy_Loewe=-7.21, Synergy_HSA=1.64. (4) Drug 1: COC1=C(C=C2C(=C1)N=CN=C2NC3=CC(=C(C=C3)F)Cl)OCCCN4CCOCC4. Drug 2: CC1=C2C(C(=O)C3(C(CC4C(C3C(C(C2(C)C)(CC1OC(=O)C(C(C5=CC=CC=C5)NC(=O)OC(C)(C)C)O)O)OC(=O)C6=CC=CC=C6)(CO4)OC(=O)C)O)C)O. Cell line: MOLT-4. Synergy scores: CSS=77.0, Synergy_ZIP=9.78, Synergy_Bliss=9.90, Synergy_Loewe=4.09, Synergy_HSA=13.6. (5) Drug 1: CC1=C(C=C(C=C1)NC2=NC=CC(=N2)N(C)C3=CC4=NN(C(=C4C=C3)C)C)S(=O)(=O)N.Cl. Drug 2: C1=CC=C(C(=C1)C(C2=CC=C(C=C2)Cl)C(Cl)Cl)Cl. Cell line: OVCAR3. Synergy scores: CSS=3.12, Synergy_ZIP=1.28, Synergy_Bliss=4.80, Synergy_Loewe=3.99, Synergy_HSA=2.94. (6) Drug 1: CCC1=CC2CC(C3=C(CN(C2)C1)C4=CC=CC=C4N3)(C5=C(C=C6C(=C5)C78CCN9C7C(C=CC9)(C(C(C8N6C)(C(=O)OC)O)OC(=O)C)CC)OC)C(=O)OC.C(C(C(=O)O)O)(C(=O)O)O. Drug 2: C(CCl)NC(=O)N(CCCl)N=O. Cell line: SK-MEL-2. Synergy scores: CSS=60.6, Synergy_ZIP=3.09, Synergy_Bliss=5.84, Synergy_Loewe=-44.0, Synergy_HSA=6.56. (7) Drug 1: CCC1(CC2CC(C3=C(CCN(C2)C1)C4=CC=CC=C4N3)(C5=C(C=C6C(=C5)C78CCN9C7C(C=CC9)(C(C(C8N6C)(C(=O)OC)O)OC(=O)C)CC)OC)C(=O)OC)O.OS(=O)(=O)O. Drug 2: C#CCC(CC1=CN=C2C(=N1)C(=NC(=N2)N)N)C3=CC=C(C=C3)C(=O)NC(CCC(=O)O)C(=O)O. Cell line: MDA-MB-231. Synergy scores: CSS=-0.104, Synergy_ZIP=-3.07, Synergy_Bliss=-6.36, Synergy_Loewe=-1.46, Synergy_HSA=-3.59. (8) Drug 1: C1=CC(=CC=C1CCC2=CNC3=C2C(=O)NC(=N3)N)C(=O)NC(CCC(=O)O)C(=O)O. Drug 2: CN(CCCl)CCCl.Cl. Cell line: SNB-19. Synergy scores: CSS=33.6, Synergy_ZIP=1.99, Synergy_Bliss=4.56, Synergy_Loewe=-3.00, Synergy_HSA=6.58.